Dataset: Forward reaction prediction with 1.9M reactions from USPTO patents (1976-2016). Task: Predict the product of the given reaction. (1) The product is: [CH3:12][O:13][C:14]1[CH:20]=[C:19]([N+:21]([O-:23])=[O:22])[CH:18]=[CH:17][C:15]=1[NH:16][C:2]1[CH:7]=[CH:6][CH:5]=[CH:4][C:3]=1[CH2:8][C:9]([OH:11])=[O:10]. Given the reactants Br[C:2]1[CH:7]=[CH:6][CH:5]=[CH:4][C:3]=1[CH2:8][C:9]([OH:11])=[O:10].[CH3:12][O:13][C:14]1[CH:20]=[C:19]([N+:21]([O-:23])=[O:22])[CH:18]=[CH:17][C:15]=1[NH2:16], predict the reaction product. (2) Given the reactants [CH2:1]1[C:14]2[C:13]3[CH:12]=[CH:11][CH:10]=[CH:9][C:8]=3[NH:7][C:6]=2[C:5]([C:15]([O:17][CH2:18][CH2:19][CH3:20])=[O:16])=[CH:4][NH:3][CH2:2]1.[C:21](Cl)(=[O:28])[C:22]1[CH:27]=[CH:26][CH:25]=[CH:24][CH:23]=1, predict the reaction product. The product is: [C:21]([N:3]1[CH2:2][CH2:1][C:14]2[C:13]3[CH:12]=[CH:11][CH:10]=[CH:9][C:8]=3[NH:7][C:6]=2[C:5]([C:15]([O:17][CH2:18][CH2:19][CH3:20])=[O:16])=[CH:4]1)(=[O:28])[C:22]1[CH:27]=[CH:26][CH:25]=[CH:24][CH:23]=1. (3) Given the reactants [Br:1][C:2]1[CH:3]=[C:4]([CH2:8][C:9]([OH:11])=[O:10])[CH:5]=[CH:6][CH:7]=1.C[Si]([N-][Si](C)(C)C)(C)C.[Na+].I[CH2:23][CH:24]([CH3:26])[CH3:25].C(Cl)Cl, predict the reaction product. The product is: [Br:1][C:2]1[CH:3]=[C:4]([CH:8]([CH2:23][CH:24]([CH3:26])[CH3:25])[C:9]([OH:11])=[O:10])[CH:5]=[CH:6][CH:7]=1.